This data is from Reaction yield outcomes from USPTO patents with 853,638 reactions. The task is: Predict the reaction yield, written as a fraction of the theoretical maximum amount of product (1.0 means a 100% yield; for example, 0.34 means a 34% yield). (1) The reactants are [CH2:1]([O:3][C@H:4]1[CH2:9][CH2:8][C@H:7]([N:10]2[CH2:15][CH2:14][CH:13]([NH:16][C:17]3[CH:22]=[C:21]([F:23])[CH:20]=[CH:19][C:18]=3[N+:24]([O-])=O)[CH2:12][CH2:11]2)[CH2:6][CH2:5]1)[CH3:2].O.NN. The catalyst is C(O)C.[Ni]. The product is [CH2:1]([O:3][C@H:4]1[CH2:9][CH2:8][C@H:7]([N:10]2[CH2:15][CH2:14][CH:13]([NH:16][C:17]3[C:18]([NH2:24])=[CH:19][CH:20]=[C:21]([F:23])[CH:22]=3)[CH2:12][CH2:11]2)[CH2:6][CH2:5]1)[CH3:2]. The yield is 1.00. (2) The reactants are [Br:1][C:2]1[C:3]([CH3:10])=[N:4][CH:5]=[C:6]([F:9])[C:7]=1[CH3:8].ClC1C=C(C=CC=1)C(OO)=[O:16]. The catalyst is ClCCl. The product is [Br:1][C:2]1[C:3]([CH3:10])=[N+:4]([O-:16])[CH:5]=[C:6]([F:9])[C:7]=1[CH3:8]. The yield is 0.930.